Dataset: Peptide-MHC class II binding affinity with 134,281 pairs from IEDB. Task: Regression. Given a peptide amino acid sequence and an MHC pseudo amino acid sequence, predict their binding affinity value. This is MHC class II binding data. (1) The peptide sequence is SVDSLEHEMWRSRAD. The MHC is DRB1_0301 with pseudo-sequence DRB1_0301. The binding affinity (normalized) is 0.405. (2) The peptide sequence is ADNSLDYAANFSHML. The MHC is HLA-DPA10301-DPB10402 with pseudo-sequence HLA-DPA10301-DPB10402. The binding affinity (normalized) is 0.596. (3) The peptide sequence is KTMAVCTNAKVTAKG. The MHC is DRB1_1302 with pseudo-sequence DRB1_1302. The binding affinity (normalized) is 0.375.